This data is from Forward reaction prediction with 1.9M reactions from USPTO patents (1976-2016). The task is: Predict the product of the given reaction. (1) Given the reactants F[C:2]1C=C[C:5]2[N:6]([C:8](CC3N(C)C=CN=3)=[C:9](C3C=CC(F)=CC=3)[N:10]=2)[CH:7]=1.[Cl:25][C:26]1[CH:31]=[CH:30][C:29]([C:32]2[N:33]=[C:34]3[CH:39]=[CH:38][CH:37]=[CH:36][N:35]3[C:40]=2[CH:41]=O)=[CH:28][CH:27]=1.C(N1C=CN=C1)=C, predict the reaction product. The product is: [Cl:25][C:26]1[CH:31]=[CH:30][C:29]([C:32]2[N:33]=[C:34]3[CH:39]=[CH:38][CH:37]=[CH:36][N:35]3[C:40]=2[CH2:41][C:5]2[N:6]([CH:7]=[CH2:2])[CH:8]=[CH:9][N:10]=2)=[CH:28][CH:27]=1. (2) Given the reactants S(Cl)(Cl)=O.[N:5]1[CH:10]=[CH:9][C:8]([C:11]2[N:15]=[C:14]([C@H:16]3[CH2:21][CH2:20][C@H:19]([C:22]([OH:24])=[O:23])[CH2:18][CH2:17]3)[O:13][N:12]=2)=[CH:7][CH:6]=1.[CH2:25](O)[CH2:26][CH3:27], predict the reaction product. The product is: [CH2:25]([O:23][C:22]([C@H:19]1[CH2:18][CH2:17][C@H:16]([C:14]2[O:13][N:12]=[C:11]([C:8]3[CH:9]=[CH:10][N:5]=[CH:6][CH:7]=3)[N:15]=2)[CH2:21][CH2:20]1)=[O:24])[CH2:26][CH3:27].